From a dataset of Full USPTO retrosynthesis dataset with 1.9M reactions from patents (1976-2016). Predict the reactants needed to synthesize the given product. (1) Given the product [CH3:1][C:2]1[CH:7]=[C:6]([C:29]2[CH:30]=[N:31][C:32]([O:35][CH:36]3[CH2:41][CH2:40][CH:39]([C:42]([O:44][CH2:45][CH3:46])=[O:43])[CH2:38][CH2:37]3)=[N:33][CH:34]=2)[CH:5]=[C:4]([NH:17][C:18]2[N:23]=[C:22]([C:24]([F:27])([F:25])[F:26])[CH:21]=[CH:20][N:19]=2)[CH:3]=1, predict the reactants needed to synthesize it. The reactants are: [CH3:1][C:2]1[CH:3]=[C:4]([NH:17][C:18]2[N:23]=[C:22]([C:24]([F:27])([F:26])[F:25])[CH:21]=[CH:20][N:19]=2)[CH:5]=[C:6](B2OC(C)(C)C(C)(C)O2)[CH:7]=1.Br[C:29]1[CH:30]=[N:31][C:32]([O:35][CH:36]2[CH2:41][CH2:40][CH:39]([C:42]([O:44][CH2:45][CH3:46])=[O:43])[CH2:38][CH2:37]2)=[N:33][CH:34]=1.O1CCOCC1.C(=O)([O-])[O-].[Na+].[Na+]. (2) Given the product [CH:1]1([CH2:10][CH2:11][Br:16])[C:9]2[C:4](=[CH:5][CH:6]=[CH:7][CH:8]=2)[CH2:3][CH2:2]1, predict the reactants needed to synthesize it. The reactants are: [CH:1]1([CH2:10][CH2:11]O)[C:9]2[C:4](=[CH:5][CH:6]=[CH:7][CH:8]=2)[CH2:3][CH2:2]1.C([Br:16])C=C. (3) Given the product [F:1][C:2]1[C:3]([I:13])=[C:4]([CH2:8][CH2:9][OH:10])[CH:5]=[CH:6][CH:7]=1, predict the reactants needed to synthesize it. The reactants are: [F:1][C:2]1[C:3]([I:13])=[C:4]([CH2:8][C:9](OC)=[O:10])[CH:5]=[CH:6][CH:7]=1.[Cl-].[Cl-].[Ca+2].[BH4-].[Na+]. (4) Given the product [Cl:25][C:7]1[CH:8]=[C:9]([NH:13][C:14]([C:16]2[C:24]3[C:19](=[CH:20][CH:21]=[CH:22][CH:23]=3)[NH:18][CH:17]=2)=[O:15])[C:10]([Cl:12])=[CH:11][C:6]=1[CH2:5][C:4]([OH:26])=[O:3], predict the reactants needed to synthesize it. The reactants are: C([O:3][C:4](=[O:26])[CH2:5][C:6]1[CH:11]=[C:10]([Cl:12])[C:9]([NH:13][C:14]([C:16]2[C:24]3[C:19](=[CH:20][CH:21]=[CH:22][CH:23]=3)[NH:18][CH:17]=2)=[O:15])=[CH:8][C:7]=1[Cl:25])C.C1COCC1.[OH-].[Na+].Cl. (5) Given the product [Br:1][C:2]1[N:3]=[C:4]([O:9][CH3:10])[C:5]([NH:8][S:18]([C:13]2[CH:14]=[CH:15][CH:16]=[CH:17][C:12]=2[I:11])(=[O:20])=[O:19])=[N:6][CH:7]=1, predict the reactants needed to synthesize it. The reactants are: [Br:1][C:2]1[N:3]=[C:4]([O:9][CH3:10])[C:5]([NH2:8])=[N:6][CH:7]=1.[I:11][C:12]1[CH:17]=[CH:16][CH:15]=[CH:14][C:13]=1[S:18](Cl)(=[O:20])=[O:19].